This data is from NCI-60 drug combinations with 297,098 pairs across 59 cell lines. The task is: Regression. Given two drug SMILES strings and cell line genomic features, predict the synergy score measuring deviation from expected non-interaction effect. (1) Drug 1: C1=NC2=C(N1)C(=S)N=C(N2)N. Drug 2: CC1CCC2CC(C(=CC=CC=CC(CC(C(=O)C(C(C(=CC(C(=O)CC(OC(=O)C3CCCCN3C(=O)C(=O)C1(O2)O)C(C)CC4CCC(C(C4)OC)O)C)C)O)OC)C)C)C)OC. Cell line: M14. Synergy scores: CSS=42.0, Synergy_ZIP=-13.0, Synergy_Bliss=-3.84, Synergy_Loewe=-0.192, Synergy_HSA=0.684. (2) Drug 1: CC12CCC(CC1=CCC3C2CCC4(C3CC=C4C5=CN=CC=C5)C)O. Drug 2: C1CCC(CC1)NC(=O)N(CCCl)N=O. Cell line: NCI-H522. Synergy scores: CSS=24.1, Synergy_ZIP=-5.32, Synergy_Bliss=2.40, Synergy_Loewe=1.96, Synergy_HSA=2.68. (3) Drug 2: C1=CN(C=N1)CC(O)(P(=O)(O)O)P(=O)(O)O. Cell line: MCF7. Synergy scores: CSS=4.61, Synergy_ZIP=-2.23, Synergy_Bliss=-0.786, Synergy_Loewe=-3.14, Synergy_HSA=-3.07. Drug 1: C1CN1P(=S)(N2CC2)N3CC3. (4) Drug 1: C1C(C(OC1N2C=C(C(=O)NC2=O)F)CO)O. Drug 2: CC1=C(N=C(N=C1N)C(CC(=O)N)NCC(C(=O)N)N)C(=O)NC(C(C2=CN=CN2)OC3C(C(C(C(O3)CO)O)O)OC4C(C(C(C(O4)CO)O)OC(=O)N)O)C(=O)NC(C)C(C(C)C(=O)NC(C(C)O)C(=O)NCCC5=NC(=CS5)C6=NC(=CS6)C(=O)NCCC[S+](C)C)O. Cell line: OVCAR3. Synergy scores: CSS=11.5, Synergy_ZIP=-7.28, Synergy_Bliss=-2.58, Synergy_Loewe=-2.41, Synergy_HSA=-0.449. (5) Drug 1: CCN(CC)CCCC(C)NC1=C2C=C(C=CC2=NC3=C1C=CC(=C3)Cl)OC. Drug 2: CC1CCCC2(C(O2)CC(NC(=O)CC(C(C(=O)C(C1O)C)(C)C)O)C(=CC3=CSC(=N3)C)C)C. Cell line: SK-MEL-5. Synergy scores: CSS=69.5, Synergy_ZIP=6.74, Synergy_Bliss=5.60, Synergy_Loewe=7.98, Synergy_HSA=8.43. (6) Drug 1: CC1C(C(=O)NC(C(=O)N2CCCC2C(=O)N(CC(=O)N(C(C(=O)O1)C(C)C)C)C)C(C)C)NC(=O)C3=C4C(=C(C=C3)C)OC5=C(C(=O)C(=C(C5=N4)C(=O)NC6C(OC(=O)C(N(C(=O)CN(C(=O)C7CCCN7C(=O)C(NC6=O)C(C)C)C)C)C(C)C)C)N)C. Drug 2: C1CC(=O)NC(=O)C1N2C(=O)C3=CC=CC=C3C2=O. Cell line: IGROV1. Synergy scores: CSS=13.8, Synergy_ZIP=-4.76, Synergy_Bliss=2.18, Synergy_Loewe=-22.2, Synergy_HSA=0.989. (7) Drug 1: CC12CCC3C(C1CCC2=O)CC(=C)C4=CC(=O)C=CC34C. Drug 2: CN1C2=C(C=C(C=C2)N(CCCl)CCCl)N=C1CCCC(=O)O.Cl. Cell line: SK-OV-3. Synergy scores: CSS=20.5, Synergy_ZIP=3.50, Synergy_Bliss=4.10, Synergy_Loewe=-8.68, Synergy_HSA=4.40. (8) Drug 1: C1=NC2=C(N=C(N=C2N1C3C(C(C(O3)CO)O)F)Cl)N. Drug 2: CCN(CC)CCNC(=O)C1=C(NC(=C1C)C=C2C3=C(C=CC(=C3)F)NC2=O)C. Cell line: CAKI-1. Synergy scores: CSS=40.5, Synergy_ZIP=-10.5, Synergy_Bliss=-6.88, Synergy_Loewe=-31.9, Synergy_HSA=-6.24. (9) Synergy scores: CSS=4.21, Synergy_ZIP=-0.272, Synergy_Bliss=0.530, Synergy_Loewe=-8.13, Synergy_HSA=-3.70. Drug 1: CC1CCC2CC(C(=CC=CC=CC(CC(C(=O)C(C(C(=CC(C(=O)CC(OC(=O)C3CCCCN3C(=O)C(=O)C1(O2)O)C(C)CC4CCC(C(C4)OC)OCCO)C)C)O)OC)C)C)C)OC. Drug 2: CC12CCC3C(C1CCC2O)C(CC4=C3C=CC(=C4)O)CCCCCCCCCS(=O)CCCC(C(F)(F)F)(F)F. Cell line: MDA-MB-435. (10) Drug 1: CN1C2=C(C=C(C=C2)N(CCCl)CCCl)N=C1CCCC(=O)O.Cl. Drug 2: CN(CC1=CN=C2C(=N1)C(=NC(=N2)N)N)C3=CC=C(C=C3)C(=O)NC(CCC(=O)O)C(=O)O. Cell line: M14. Synergy scores: CSS=16.4, Synergy_ZIP=-1.68, Synergy_Bliss=-2.04, Synergy_Loewe=-12.2, Synergy_HSA=-2.03.